From a dataset of Forward reaction prediction with 1.9M reactions from USPTO patents (1976-2016). Predict the product of the given reaction. Given the reactants Br[C:2]1[S:6][C:5]([C:7]([O:9][CH2:10][CH3:11])=[O:8])=[N:4][C:3]=1[CH2:12][CH:13]1[CH2:18][CH2:17][CH2:16][CH2:15][CH2:14]1.[C:19]([C:23]1[CH:24]=[C:25](B2OC(C)(C)C(C)(C)O2)[CH:26]=[C:27]([C:29]2([CH3:32])[CH2:31][CH2:30]2)[CH:28]=1)([CH3:22])([CH3:21])[CH3:20].C([O-])([O-])=O.[Na+].[Na+], predict the reaction product. The product is: [C:19]([C:23]1[CH:24]=[C:25]([C:2]2[S:6][C:5]([C:7]([O:9][CH2:10][CH3:11])=[O:8])=[N:4][C:3]=2[CH2:12][CH:13]2[CH2:18][CH2:17][CH2:16][CH2:15][CH2:14]2)[CH:26]=[C:27]([C:29]2([CH3:32])[CH2:31][CH2:30]2)[CH:28]=1)([CH3:22])([CH3:20])[CH3:21].